This data is from NCI-60 drug combinations with 297,098 pairs across 59 cell lines. The task is: Regression. Given two drug SMILES strings and cell line genomic features, predict the synergy score measuring deviation from expected non-interaction effect. (1) Drug 1: COC1=C2C(=CC3=C1OC=C3)C=CC(=O)O2. Drug 2: CC1C(C(CC(O1)OC2CC(CC3=C2C(=C4C(=C3O)C(=O)C5=CC=CC=C5C4=O)O)(C(=O)C)O)N)O. Cell line: T-47D. Synergy scores: CSS=34.5, Synergy_ZIP=1.14, Synergy_Bliss=0.637, Synergy_Loewe=-8.78, Synergy_HSA=1.70. (2) Drug 1: CCC(=C(C1=CC=CC=C1)C2=CC=C(C=C2)OCCN(C)C)C3=CC=CC=C3.C(C(=O)O)C(CC(=O)O)(C(=O)O)O. Drug 2: CC12CCC3C(C1CCC2O)C(CC4=C3C=CC(=C4)O)CCCCCCCCCS(=O)CCCC(C(F)(F)F)(F)F. Cell line: UACC-257. Synergy scores: CSS=9.63, Synergy_ZIP=-1.46, Synergy_Bliss=1.66, Synergy_Loewe=-1.95, Synergy_HSA=0.552. (3) Drug 1: CC(CN1CC(=O)NC(=O)C1)N2CC(=O)NC(=O)C2. Drug 2: CC1=C(C(CCC1)(C)C)C=CC(=CC=CC(=CC(=O)O)C)C. Cell line: NCI-H226. Synergy scores: CSS=6.91, Synergy_ZIP=-2.60, Synergy_Bliss=0.863, Synergy_Loewe=0.330, Synergy_HSA=1.37. (4) Drug 1: CC1=C(C(CCC1)(C)C)C=CC(=CC=CC(=CC(=O)O)C)C. Drug 2: CCC1(C2=C(COC1=O)C(=O)N3CC4=CC5=C(C=CC(=C5CN(C)C)O)N=C4C3=C2)O.Cl. Cell line: HOP-92. Synergy scores: CSS=30.3, Synergy_ZIP=-9.61, Synergy_Bliss=1.31, Synergy_Loewe=-12.2, Synergy_HSA=2.38. (5) Drug 1: COC1=C(C=C2C(=C1)N=CN=C2NC3=CC(=C(C=C3)F)Cl)OCCCN4CCOCC4. Drug 2: CC(C)(C#N)C1=CC(=CC(=C1)CN2C=NC=N2)C(C)(C)C#N. Cell line: HL-60(TB). Synergy scores: CSS=11.4, Synergy_ZIP=-1.37, Synergy_Bliss=3.90, Synergy_Loewe=3.21, Synergy_HSA=3.05. (6) Drug 1: CCN(CC)CCCC(C)NC1=C2C=C(C=CC2=NC3=C1C=CC(=C3)Cl)OC. Drug 2: N.N.Cl[Pt+2]Cl. Cell line: HOP-62. Synergy scores: CSS=51.9, Synergy_ZIP=-4.09, Synergy_Bliss=-0.465, Synergy_Loewe=-7.37, Synergy_HSA=-0.458. (7) Drug 1: CC1C(C(CC(O1)OC2CC(OC(C2O)C)OC3=CC4=CC5=C(C(=O)C(C(C5)C(C(=O)C(C(C)O)O)OC)OC6CC(C(C(O6)C)O)OC7CC(C(C(O7)C)O)OC8CC(C(C(O8)C)O)(C)O)C(=C4C(=C3C)O)O)O)O. Drug 2: COC1=C2C(=CC3=C1OC=C3)C=CC(=O)O2. Cell line: HCC-2998. Synergy scores: CSS=12.6, Synergy_ZIP=1.17, Synergy_Bliss=1.82, Synergy_Loewe=-45.8, Synergy_HSA=-0.0480.